From a dataset of NCI-60 drug combinations with 297,098 pairs across 59 cell lines. Regression. Given two drug SMILES strings and cell line genomic features, predict the synergy score measuring deviation from expected non-interaction effect. (1) Drug 2: C1CN(P(=O)(OC1)NCCCl)CCCl. Drug 1: CN1C2=C(C=C(C=C2)N(CCCl)CCCl)N=C1CCCC(=O)O.Cl. Synergy scores: CSS=5.88, Synergy_ZIP=-1.88, Synergy_Bliss=-0.190, Synergy_Loewe=2.69, Synergy_HSA=0.0378. Cell line: RPMI-8226. (2) Drug 1: CC1=C(C=C(C=C1)NC2=NC=CC(=N2)N(C)C3=CC4=NN(C(=C4C=C3)C)C)S(=O)(=O)N.Cl. Drug 2: C1=CC(=CC=C1CC(C(=O)O)N)N(CCCl)CCCl.Cl. Cell line: OVCAR-8. Synergy scores: CSS=21.9, Synergy_ZIP=-4.22, Synergy_Bliss=3.64, Synergy_Loewe=1.31, Synergy_HSA=1.36.